Dataset: Forward reaction prediction with 1.9M reactions from USPTO patents (1976-2016). Task: Predict the product of the given reaction. The product is: [ClH:1].[CH3:13][O:11][C:10]([C@@H:4]1[CH2:5][CH2:6][CH2:7][CH2:8][CH2:9][C@@H:3]1[NH2:2])=[O:12]. Given the reactants [ClH:1].[NH2:2][C@H:3]1[CH2:9][CH2:8][CH2:7][CH2:6][CH2:5][C@H:4]1[C:10]([OH:12])=[O:11].[CH:13]1C=CC=CC=1.C[Si](C=[N+]=[N-])(C)C, predict the reaction product.